This data is from Full USPTO retrosynthesis dataset with 1.9M reactions from patents (1976-2016). The task is: Predict the reactants needed to synthesize the given product. (1) Given the product [CH2:1]([O:5][C:6]([N:8]1[CH2:12][CH2:11][C@H:10]([NH:13][C:14]2[CH:19]=[CH:18][C:17]([NH:20][C:21]([C:23]3[N:24]=[C:25]([C:32]4[CH:37]=[CH:36][CH:35]=[CH:34][C:33]=4[O:38][C:39]([F:42])([F:41])[F:40])[O:26][C:27]=3[C:28]([F:29])([F:30])[F:31])=[O:22])=[CH:16][N:15]=2)[CH2:9]1)=[O:7])[CH3:2], predict the reactants needed to synthesize it. The reactants are: [C:1]([O:5][C:6]([N:8]1[CH2:12][CH2:11][C@H:10]([NH:13][C:14]2[CH:19]=[CH:18][C:17]([NH:20][C:21]([C:23]3[N:24]=[C:25]([C:32]4[CH:37]=[CH:36][CH:35]=[CH:34][C:33]=4[O:38][C:39]([F:42])([F:41])[F:40])[O:26][C:27]=3[C:28]([F:31])([F:30])[F:29])=[O:22])=[CH:16][N:15]=2)[CH2:9]1)=[O:7])(C)(C)[CH3:2].FC(F)(F)C(O)=O.ClC(OCC)=O.C(N(CC)CC)C. (2) The reactants are: [OH:1][C@@H:2]([C:4]1[N:15]([C@H:16]2[CH2:21][CH2:20][C@H:19]([CH2:22][NH:23][C:24](=[O:26])[O-:25])[CH2:18][CH2:17]2)[C:7]2=[C:8]3[S:14][CH:13]=[CH:12][C:9]3=[N:10][CH:11]=[C:6]2[N:5]=1)[CH3:3].[F:27][C:28]([F:33])([F:32])[C:29]([OH:31])=[O:30]. Given the product [F:27][C:28]([F:33])([F:32])[C:29]([OH:31])=[O:30].[F:27][C:28]([F:33])([F:32])[C:29]([OH:31])=[O:30].[NH2:23][CH2:22][C@H:19]1[CH2:20][CH2:21][C@H:16]([N:15]2[C:7]3=[C:8]4[S:14][CH:13]=[CH:12][C:9]4=[N:10][CH:11]=[C:6]3[N:5]=[C:4]2[C@H:2]([OH:1])[CH3:3])[CH2:17][CH2:18]1.[C:24]([OH:25])([C:28]([F:33])([F:32])[F:27])=[O:26], predict the reactants needed to synthesize it.